Dataset: Retrosynthesis with 50K atom-mapped reactions and 10 reaction types from USPTO. Task: Predict the reactants needed to synthesize the given product. (1) Given the product OCCN(Cc1ccccc1)Cc1ccoc1, predict the reactants needed to synthesize it. The reactants are: OCCBr.c1ccc(CNCc2ccoc2)cc1. (2) Given the product O=C(O)c1noc(-c2ccc(F)cc2)n1, predict the reactants needed to synthesize it. The reactants are: CCOC(=O)c1noc(-c2ccc(F)cc2)n1.